This data is from Reaction yield outcomes from USPTO patents with 853,638 reactions. The task is: Predict the reaction yield, written as a fraction of the theoretical maximum amount of product (1.0 means a 100% yield; for example, 0.34 means a 34% yield). The product is [CH2:1]([NH:8][C:9]([C:11]1[S:12][C:13]([C:17]2[N:18]=[C:26]([CH2:25][C:19]3[CH:24]=[CH:23][CH:22]=[CH:21][CH:20]=3)[NH:28][N:29]=2)=[CH:14][C:15]=1[CH3:16])=[O:10])[C:2]1[CH:7]=[CH:6][CH:5]=[CH:4][CH:3]=1. The reactants are [CH2:1]([NH:8][C:9]([C:11]1[S:12][C:13]([C:17]#[N:18])=[CH:14][C:15]=1[CH3:16])=[O:10])[C:2]1[CH:7]=[CH:6][CH:5]=[CH:4][CH:3]=1.[C:19]1([CH2:25][C:26]([NH:28][NH2:29])=O)[CH:24]=[CH:23][CH:22]=[CH:21][CH:20]=1.C(=O)([O-])[O-].[K+].[K+]. The catalyst is C(O)CCC. The yield is 0.420.